Dataset: Forward reaction prediction with 1.9M reactions from USPTO patents (1976-2016). Task: Predict the product of the given reaction. (1) Given the reactants [N+:1]([C:4]1[CH:9]=[CH:8][C:7]([S:10][C:11]2[CH:12]=[C:13]([NH:17][S:18]([C:21]3[CH:26]=[CH:25][CH:24]=[CH:23][CH:22]=3)(=[O:20])=[O:19])[CH:14]=[CH:15][CH:16]=2)=[CH:6][C:5]=1[CH2:27][NH:28][CH2:29][CH2:30][CH3:31])([O-])=O, predict the reaction product. The product is: [NH2:1][C:4]1[CH:9]=[CH:8][C:7]([S:10][C:11]2[CH:12]=[C:13]([NH:17][S:18]([C:21]3[CH:26]=[CH:25][CH:24]=[CH:23][CH:22]=3)(=[O:20])=[O:19])[CH:14]=[CH:15][CH:16]=2)=[CH:6][C:5]=1[CH2:27][NH:28][CH2:29][CH2:30][CH3:31]. (2) Given the reactants [Cl:1][C:2]1[CH:3]=[C:4]([N:8]2[N:12]=[N:11][C:10](/[C:13](/[CH3:21])=C/C3C=CC=CC=3)=[N:9]2)[CH:5]=[CH:6][CH:7]=1.CC[O:24]C(C)=O, predict the reaction product. The product is: [Cl:1][C:2]1[CH:3]=[C:4]([N:8]2[N:12]=[N:11][C:10]([C:13](=[O:24])[CH3:21])=[N:9]2)[CH:5]=[CH:6][CH:7]=1.